Predict the reactants needed to synthesize the given product. From a dataset of Full USPTO retrosynthesis dataset with 1.9M reactions from patents (1976-2016). Given the product [CH3:18][CH:17]([CH3:19])[C@@H:16]([NH:15][CH2:13][C:11]1[CH:10]=[CH:9][CH:8]=[C:7]([C:1]2[CH:2]=[CH:3][CH:4]=[CH:5][CH:6]=2)[N:12]=1)[CH2:20][OH:21], predict the reactants needed to synthesize it. The reactants are: [C:1]1([C:7]2[N:12]=[C:11]([CH:13]=O)[CH:10]=[CH:9][CH:8]=2)[CH:6]=[CH:5][CH:4]=[CH:3][CH:2]=1.[NH2:15][C@@H:16]([CH2:20][OH:21])[CH:17]([CH3:19])[CH3:18].C(O)(=O)C.C([BH3-])#N.